Dataset: Catalyst prediction with 721,799 reactions and 888 catalyst types from USPTO. Task: Predict which catalyst facilitates the given reaction. (1) Reactant: [CH3:1][N:2]([CH3:46])[C:3](=[O:45])[CH2:4][NH:5][C@:6]12[CH2:41][CH2:40][C@@H:39]([C:42]([CH3:44])=[CH2:43])[C@@H:7]1[C@@H:8]1[C@@:21]([CH3:24])([CH2:22][CH2:23]2)[C@@:20]2([CH3:25])[C@@H:11]([C@:12]3([CH3:38])[C@@H:17]([CH2:18][CH2:19]2)[C:16]([CH3:27])([CH3:26])[C:15]([C:28]2[CH:37]=[CH:36][C:31]([C:32]([O:34]C)=[O:33])=[CH:30][CH:29]=2)=[CH:14][CH2:13]3)[CH2:10][CH2:9]1.[OH-].[Na+]. Product: [CH3:46][N:2]([CH3:1])[C:3](=[O:45])[CH2:4][NH:5][C@:6]12[CH2:41][CH2:40][C@@H:39]([C:42]([CH3:44])=[CH2:43])[C@@H:7]1[C@@H:8]1[C@@:21]([CH3:24])([CH2:22][CH2:23]2)[C@@:20]2([CH3:25])[C@@H:11]([C@:12]3([CH3:38])[C@@H:17]([CH2:18][CH2:19]2)[C:16]([CH3:27])([CH3:26])[C:15]([C:28]2[CH:29]=[CH:30][C:31]([C:32]([OH:34])=[O:33])=[CH:36][CH:37]=2)=[CH:14][CH2:13]3)[CH2:10][CH2:9]1. The catalyst class is: 12. (2) Reactant: [N:1]1[CH:6]=[CH:5][C:4]([N:7]2[CH2:12][CH2:11][CH:10]([CH2:13][O:14][C:15]3[CH:24]=[C:23]4[C:18]([CH2:19][CH2:20][N:21]([C:25](=[S:27])[NH2:26])[CH2:22]4)=[CH:17][CH:16]=3)[CH2:9][CH2:8]2)=[CH:3][CH:2]=1.Cl.[CH2:29](O)C.CI. Product: [CH3:29][S:27][C:25]([N:21]1[CH2:20][CH2:19][C:18]2[C:23](=[CH:24][C:15]([O:14][CH2:13][CH:10]3[CH2:9][CH2:8][N:7]([C:4]4[CH:5]=[CH:6][N:1]=[CH:2][CH:3]=4)[CH2:12][CH2:11]3)=[CH:16][CH:17]=2)[CH2:22]1)=[NH:26]. The catalyst class is: 5.